From a dataset of Full USPTO retrosynthesis dataset with 1.9M reactions from patents (1976-2016). Predict the reactants needed to synthesize the given product. (1) Given the product [C:2]([O:7][C:8]1[C:9]([CH3:35])([CH3:36])[O:10][C:11]2[CH:12]=[C:13]([O:33][CH3:34])[C:14]3[C:15](=[O:32])[C:16]4[CH:17]=[C:18]5[CH:31]=[CH:30][CH:29]=[CH:28][C:19]5=[N:20][C:21]=4[N:22]([CH3:27])[C:23]=3[C:24]=2[CH:25]=1)(=[O:6])[CH2:3][CH2:4][CH3:5], predict the reactants needed to synthesize it. The reactants are: Cl.[C:2]([O:7][C@@H:8]1[C@H:25](O)[C:24]2[C:23]3[N:22]([CH3:27])[C:21]4[N:20]=[C:19]5[CH:28]=[CH:29][CH:30]=[CH:31][C:18]5=[CH:17][C:16]=4[C:15](=[O:32])[C:14]=3[C:13]([O:33][CH3:34])=[CH:12][C:11]=2[O:10][C:9]1([CH3:36])[CH3:35])(=[O:6])[CH2:3][CH2:4][CH3:5]. (2) Given the product [C:37]([NH:1][C:2]1[CH:3]=[C:4]([CH:25]=[CH:26][C:27]=1[O:28][CH3:29])[CH2:5][S:6][C:7]1[N:15]=[C:14]2[C:10]([N:11]=[C:12]([CH2:17][CH3:18])[N:13]2[CH3:16])=[C:9]([N:19]2[CH2:24][CH2:23][O:22][CH2:21][CH2:20]2)[N:8]=1)(=[O:39])[CH3:38], predict the reactants needed to synthesize it. The reactants are: [NH2:1][C:2]1[CH:3]=[C:4]([CH:25]=[CH:26][C:27]=1[O:28][CH3:29])[CH2:5][S:6][C:7]1[N:15]=[C:14]2[C:10]([N:11]=[C:12]([CH2:17][CH3:18])[N:13]2[CH3:16])=[C:9]([N:19]2[CH2:24][CH2:23][O:22][CH2:21][CH2:20]2)[N:8]=1.C(N(CC)CC)C.[C:37](Cl)(=[O:39])[CH3:38].O. (3) Given the product [CH3:14][C:13]1[C:6]2[N:5]([C:4]([CH2:16][CH2:17][CH3:18])=[N:3][C:2]=2[CH3:1])[C:7]2[N:8]=[CH:9][S:10][C:11]=2[N:12]=1, predict the reactants needed to synthesize it. The reactants are: [CH3:1][C:2]1[N:3]=[C:4]([CH2:16][CH2:17][CH3:18])[N:5]([C:7]2[N:8]=[CH:9][S:10][C:11]=2[NH:12][C:13](=O)[CH3:14])[CH:6]=1.[P].O=P12OP3(OP(OP(O3)(O1)=O)(=O)O2)=O. (4) Given the product [Cl:17][CH2:16][CH2:15][CH2:14][S:2][S:1]([C:5]1[CH:11]=[CH:10][C:8]([CH3:9])=[CH:7][CH:6]=1)(=[O:4])=[O:3], predict the reactants needed to synthesize it. The reactants are: [S:1]([C:5]1[CH:11]=[CH:10][C:8]([CH3:9])=[CH:7][CH:6]=1)([O-:4])(=[O:3])=[S:2].[K+].Br[CH2:14][CH2:15][CH2:16][Cl:17]. (5) Given the product [Cl:2][C:3]1[CH:4]=[C:5]([CH:18]=[CH:19][CH:20]=1)[C:6]([C:11]1[CH:16]=[CH:15][CH:14]=[C:13]([Cl:17])[CH:12]=1)([OH:10])[C:7]([O:9][CH3:21])=[O:8], predict the reactants needed to synthesize it. The reactants are: [Na].[Cl:2][C:3]1[CH:4]=[C:5]([CH:18]=[CH:19][CH:20]=1)[C:6]([C:11]1[CH:16]=[CH:15][CH:14]=[C:13]([Cl:17])[CH:12]=1)([OH:10])[C:7]([OH:9])=[O:8].[CH3:21]I.O.